This data is from Full USPTO retrosynthesis dataset with 1.9M reactions from patents (1976-2016). The task is: Predict the reactants needed to synthesize the given product. (1) Given the product [I:14][C:3]1[C:4]2[C:9](=[CH:8][C:7]([C:10]#[N:11])=[CH:6][CH:5]=2)[NH:1][N:2]=1, predict the reactants needed to synthesize it. The reactants are: [NH:1]1[C:9]2[C:4](=[CH:5][CH:6]=[C:7]([C:10]#[N:11])[CH:8]=2)[CH:3]=[N:2]1.[OH-].[K+].[I:14]I.S([O-])([O-])=O.[Na+].[Na+]. (2) Given the product [F:19][C:17]1[CH:16]=[C:15]([I:20])[CH:14]=[C:13]2[C:18]=1[N:9]([N:8]([CH2:6][OH:5])[CH3:27])[CH:10]=[C:11]([C:22]([O:24][CH2:25][CH3:26])=[O:23])[C:12]2=[O:21], predict the reactants needed to synthesize it. The reactants are: C([O:5][C:6]([N:8]([CH3:27])[N:9]1[C:18]2[C:13](=[CH:14][C:15]([I:20])=[CH:16][C:17]=2[F:19])[C:12](=[O:21])[C:11]([C:22]([O:24][CH2:25][CH3:26])=[O:23])=[CH:10]1)=O)(C)(C)C.C=O. (3) Given the product [N:1]([CH:4]1[CH2:13][CH2:12][C:11]2[CH:10]=[C:9]([C:14]3[N:18]=[C:17]([C:19]4[O:23][N:22]=[C:21]([C:24]5[CH:29]=[CH:28][CH:27]=[CH:26][CH:25]=5)[C:20]=4[C:30]([F:33])([F:32])[F:31])[O:16][N:15]=3)[CH:8]=[CH:7][C:6]=2[CH:5]1[O:34][Si:49]([C:52]([CH3:55])([CH3:54])[CH3:53])([CH3:51])[CH3:50])=[N+:2]=[N-:3], predict the reactants needed to synthesize it. The reactants are: [N:1]([CH:4]1[CH2:13][CH2:12][C:11]2[C:6](=[CH:7][CH:8]=[C:9]([C:14]3[N:18]=[C:17]([C:19]4[O:23][N:22]=[C:21]([C:24]5[CH:29]=[CH:28][CH:27]=[CH:26][CH:25]=5)[C:20]=4[C:30]([F:33])([F:32])[F:31])[O:16][N:15]=3)[CH:10]=2)[CH:5]1[OH:34])=[N+:2]=[N-:3].N1C(C)=CC=CC=1C.FC(F)(F)S(O[Si:49]([C:52]([CH3:55])([CH3:54])[CH3:53])([CH3:51])[CH3:50])(=O)=O. (4) Given the product [CH3:42][O:41][C:39]([S:38][C:3]1([C:7]([O:9][CH2:10][CH3:11])=[O:8])[CH2:4][CH2:5][CH2:6][N:1]([C:12]([O:14][CH2:15][C:16]2[CH:21]=[CH:20][CH:19]=[CH:18][CH:17]=2)=[O:13])[CH2:2]1)=[O:40], predict the reactants needed to synthesize it. The reactants are: [N:1]1([C:12]([O:14][CH2:15][C:16]2[CH:21]=[CH:20][CH:19]=[CH:18][CH:17]=2)=[O:13])[CH2:6][CH2:5][CH2:4][CH:3]([C:7]([O:9][CH2:10][CH3:11])=[O:8])[CH2:2]1.C[Si]([N-][Si](C)(C)C)(C)C.[Li+].C1COCC1.Cl[S:38][C:39]([O:41][CH3:42])=[O:40]. (5) The reactants are: [NH2:1][C:2]1[N:6]([C:7]2[C:12]([Cl:13])=[CH:11][C:10]([C:14]([F:17])([F:16])[F:15])=[CH:9][C:8]=2[Cl:18])[N:5]=[C:4]([C:19]#[N:20])[C:3]=1[S:21]([CH3:23])=[O:22].[CH:24](OCC)(OCC)[O:25][CH2:26][CH3:27]. Given the product [Cl:18][C:8]1[CH:9]=[C:10]([C:14]([F:15])([F:16])[F:17])[CH:11]=[C:12]([Cl:13])[C:7]=1[N:6]1[C:2]([N:1]=[CH:24][O:25][CH2:26][CH3:27])=[C:3]([S:21]([CH3:23])=[O:22])[C:4]([C:19]#[N:20])=[N:5]1, predict the reactants needed to synthesize it. (6) Given the product [C:1]([O:5][C:6](=[O:35])[N:7]([C@H:9]([C:11](=[O:34])[NH:12][C@@H:13]([CH:28]1[CH2:33][CH2:32][CH2:31][CH2:30][CH2:29]1)[C:14]([N:16]1[CH2:20][CH2:19][CH2:18][C@H:17]1[C:21]1[CH:22]=[N:23][CH:24]=[C:25]([C:42]2[CH:47]=[CH:46][C:45]3[O:37][CH2:36][O:39][C:44]=3[CH:43]=2)[CH:26]=1)=[O:15])[CH3:10])[CH3:8])([CH3:4])([CH3:3])[CH3:2], predict the reactants needed to synthesize it. The reactants are: [C:1]([O:5][C:6](=[O:35])[N:7]([C@H:9]([C:11](=[O:34])[NH:12][C@@H:13]([CH:28]1[CH2:33][CH2:32][CH2:31][CH2:30][CH2:29]1)[C:14]([N:16]1[CH2:20][CH2:19][CH2:18][C@H:17]1[C:21]1[CH:22]=[N:23][CH:24]=[C:25](Br)[CH:26]=1)=[O:15])[CH3:10])[CH3:8])([CH3:4])([CH3:3])[CH3:2].[C:36]([O-:39])([O-])=[O:37].[Na+].[Na+].[C:42]1(C)[CH:47]=[CH:46][CH:45]=[CH:44][CH:43]=1.C(O)C.